Dataset: Reaction yield outcomes from USPTO patents with 853,638 reactions. Task: Predict the reaction yield, written as a fraction of the theoretical maximum amount of product (1.0 means a 100% yield; for example, 0.34 means a 34% yield). (1) The reactants are [CH2:1]([C:3]([C:21]1[S:25][C:24]2[CH:26]=[C:27]([OH:30])[CH:28]=[CH:29][C:23]=2[CH:22]=1)([C:6]1[CH:11]=[CH:10][C:9]([O:12][CH2:13][C:14]([CH2:18][CH3:19])([OH:17])[CH2:15][CH3:16])=[C:8]([CH3:20])[CH:7]=1)[CH2:4][CH3:5])[CH3:2].ClCCl.CCN(CC)CC.[F:41][C:42]([F:55])([F:54])[S:43](O[S:43]([C:42]([F:55])([F:54])[F:41])(=[O:45])=[O:44])(=[O:45])=[O:44]. The catalyst is C(OCC)C. The product is [CH2:1]([C:3]([C:21]1[S:25][C:24]2[CH:26]=[C:27]([O:30][S:43]([C:42]([F:55])([F:54])[F:41])(=[O:45])=[O:44])[CH:28]=[CH:29][C:23]=2[CH:22]=1)([C:6]1[CH:11]=[CH:10][C:9]([O:12][CH2:13][C:14]([CH2:15][CH3:16])([OH:17])[CH2:18][CH3:19])=[C:8]([CH3:20])[CH:7]=1)[CH2:4][CH3:5])[CH3:2]. The yield is 0.850. (2) The reactants are [C:1]([O:5]C)(=O)[C:2]#[CH:3].[NH2:7][C:8]1[CH2:13][CH2:12][CH2:11][C:10](=[O:14])[CH:9]=1. No catalyst specified. The product is [NH:7]1[C:8]2[CH2:9][CH2:3][CH2:2][C:1](=[O:5])[C:13]=2[CH:12]=[CH:11][C:10]1=[O:14]. The yield is 0.280. (3) The reactants are [N:1]([O-])=O.[Na+].[NH2:5][C:6]1[C:7]([CH3:17])=[CH:8][C:9]([Cl:16])=[C:10]([CH:15]=1)[C:11]([O:13][CH3:14])=[O:12].[Sn](Cl)Cl. The catalyst is O.Cl. The product is [Cl:16][C:9]1[CH:8]=[C:7]([CH3:17])[C:6]([NH:5][NH2:1])=[CH:15][C:10]=1[C:11]([O:13][CH3:14])=[O:12]. The yield is 0.620. (4) The reactants are [Cl:1][C:2]1[C:3]([S:12](Cl)(=O)=O)=[CH:4][C:5]2[O:9][C:8](=[O:10])[NH:7][C:6]=2[CH:11]=1.[C:16]([O-:19])(=O)[CH3:17].[Na+].[C:21](O)(=[O:23])[CH3:22]. The catalyst is C(OC(=O)C)(=O)C.[Zn]. The product is [C:21]([N:7]1[C:6]2[CH:11]=[C:2]([Cl:1])[C:3]([S:12][C:16](=[O:19])[CH3:17])=[CH:4][C:5]=2[O:9][C:8]1=[O:10])(=[O:23])[CH3:22]. The yield is 0.900. (5) The reactants are Cl[C:2]1[N:10]=[C:9]([Cl:11])[CH:8]=[CH:7][C:3]=1[C:4]([OH:6])=[O:5].[CH2:12]([NH2:14])[CH3:13]. The catalyst is O. The product is [Cl:11][C:9]1[N:10]=[C:2]([NH:14][CH2:12][CH3:13])[C:3]([C:4]([OH:6])=[O:5])=[CH:7][CH:8]=1. The yield is 0.620. (6) The reactants are CC1(C)[O:6][C@H:5]([CH2:7][N:8]2[CH:12]=[CH:11][C:10]([NH:13][C:14](=[O:38])[C@@H:15]([N:20]3[CH2:24][C:23]([O:25][C:26]4[CH:31]=[CH:30][CH:29]=[C:28]([CH2:32][C:33]([OH:36])([CH3:35])[CH3:34])[CH:27]=4)=[CH:22][C:21]3=[O:37])[CH2:16][CH:17]([CH3:19])[CH3:18])=[N:9]2)[CH2:4][O:3]1.Cl.C(=O)(O)[O-].[Na+]. The catalyst is O1CCCC1. The product is [OH:6][C@@H:5]([CH2:4][OH:3])[CH2:7][N:8]1[CH:12]=[CH:11][C:10]([NH:13][C:14](=[O:38])[C@@H:15]([N:20]2[CH2:24][C:23]([O:25][C:26]3[CH:31]=[CH:30][CH:29]=[C:28]([CH2:32][C:33]([OH:36])([CH3:34])[CH3:35])[CH:27]=3)=[CH:22][C:21]2=[O:37])[CH2:16][CH:17]([CH3:18])[CH3:19])=[N:9]1. The yield is 0.610. (7) The reactants are [C:1](/[N:9]=[C:10](\SC)/[NH:11][C@H:12]([CH:28]([CH3:30])[CH3:29])[C:13]([N:15]1[CH2:20][CH2:19][CH:18]([C:21]2[CH:26]=[CH:25][C:24]([Cl:27])=[CH:23][CH:22]=2)[CH2:17][CH2:16]1)=[O:14])(=O)[C:2]1[CH:7]=[CH:6][CH:5]=[CH:4][CH:3]=1.[NH2:33][NH2:34]. The catalyst is C1COCC1. The product is [Cl:27][C:24]1[CH:25]=[CH:26][C:21]([CH:18]2[CH2:19][CH2:20][N:15]([C:13](=[O:14])[C@H:12]([NH:11][C:10]3[NH:34][N:33]=[C:1]([C:2]4[CH:7]=[CH:6][CH:5]=[CH:4][CH:3]=4)[N:9]=3)[CH:28]([CH3:30])[CH3:29])[CH2:16][CH2:17]2)=[CH:22][CH:23]=1. The yield is 0.450. (8) The catalyst is C1(C)C=CC=CC=1.CCO.O.C1C=CC([P]([Pd]([P](C2C=CC=CC=2)(C2C=CC=CC=2)C2C=CC=CC=2)([P](C2C=CC=CC=2)(C2C=CC=CC=2)C2C=CC=CC=2)[P](C2C=CC=CC=2)(C2C=CC=CC=2)C2C=CC=CC=2)(C2C=CC=CC=2)C2C=CC=CC=2)=CC=1. The product is [C:24]1([C:2]2[C:14]([C:15]([CH3:17])([CH3:18])[CH3:16])=[CH:13][C:12]3[C:11]4[C:6](=[CH:7][C:8]([C:2]5[CH:14]=[CH:13][CH:12]=[CH:4][CH:3]=5)=[C:9]([C:19]([CH3:20])([CH3:22])[CH3:21])[CH:10]=4)[CH2:5][C:4]=3[CH:3]=2)[CH:29]=[CH:28][CH:27]=[CH:26][CH:25]=1. The reactants are Br[C:2]1[C:14]([C:15]([CH3:18])([CH3:17])[CH3:16])=[CH:13][C:12]2[C:11]3[C:6](=[CH:7][C:8](Br)=[C:9]([C:19]([CH3:22])([CH3:21])[CH3:20])[CH:10]=3)[CH2:5][C:4]=2[CH:3]=1.[C:24]1(B(O)O)[CH:29]=[CH:28][CH:27]=[CH:26][CH:25]=1.C([O-])([O-])=O.[Na+].[Na+]. The yield is 0.900. (9) The reactants are C(=O)([O-])[O-].[Cs+].[Cs+].[N:7]1[CH:12]=[CH:11][CH:10]=[CH:9][C:8]=1[C:13]1[CH:18]=[C:17]([C:19]([F:22])([F:21])[F:20])[CH:16]=[CH:15][C:14]=1[OH:23].[CH3:24][O:25][C:26](=[O:46])[CH2:27][CH2:28][C:29]1[CH:34]=[CH:33][C:32]([O:35][CH2:36][CH2:37][CH:38](OS(C)(=O)=O)[CH3:39])=[CH:31][C:30]=1[CH3:45]. The catalyst is CN(C=O)C. The product is [CH3:24][O:25][C:26](=[O:46])[CH2:27][CH2:28][C:29]1[CH:34]=[CH:33][C:32]([O:35][CH2:36][CH2:37][CH:38]([O:23][C:14]2[CH:15]=[CH:16][C:17]([C:19]([F:21])([F:22])[F:20])=[CH:18][C:13]=2[C:8]2[CH:9]=[CH:10][CH:11]=[CH:12][N:7]=2)[CH3:39])=[CH:31][C:30]=1[CH3:45]. The yield is 0.460.